From a dataset of NCI-60 drug combinations with 297,098 pairs across 59 cell lines. Regression. Given two drug SMILES strings and cell line genomic features, predict the synergy score measuring deviation from expected non-interaction effect. (1) Drug 1: CCC1=CC2CC(C3=C(CN(C2)C1)C4=CC=CC=C4N3)(C5=C(C=C6C(=C5)C78CCN9C7C(C=CC9)(C(C(C8N6C)(C(=O)OC)O)OC(=O)C)CC)OC)C(=O)OC.C(C(C(=O)O)O)(C(=O)O)O. Drug 2: CC1C(C(CC(O1)OC2CC(CC3=C2C(=C4C(=C3O)C(=O)C5=C(C4=O)C(=CC=C5)OC)O)(C(=O)C)O)N)O.Cl. Cell line: SK-OV-3. Synergy scores: CSS=42.3, Synergy_ZIP=2.04, Synergy_Bliss=4.58, Synergy_Loewe=5.16, Synergy_HSA=6.66. (2) Drug 1: CC1=C(C=C(C=C1)NC(=O)C2=CC=C(C=C2)CN3CCN(CC3)C)NC4=NC=CC(=N4)C5=CN=CC=C5. Drug 2: C1CC(=O)NC(=O)C1N2C(=O)C3=CC=CC=C3C2=O. Cell line: HT29. Synergy scores: CSS=-1.84, Synergy_ZIP=-0.524, Synergy_Bliss=-2.38, Synergy_Loewe=-2.32, Synergy_HSA=-2.15. (3) Drug 1: COC1=NC(=NC2=C1N=CN2C3C(C(C(O3)CO)O)O)N. Drug 2: CNC(=O)C1=NC=CC(=C1)OC2=CC=C(C=C2)NC(=O)NC3=CC(=C(C=C3)Cl)C(F)(F)F. Cell line: MALME-3M. Synergy scores: CSS=2.49, Synergy_ZIP=-1.66, Synergy_Bliss=-2.69, Synergy_Loewe=-6.00, Synergy_HSA=-3.30. (4) Drug 1: C1=CN(C=N1)CC(O)(P(=O)(O)O)P(=O)(O)O. Drug 2: N.N.Cl[Pt+2]Cl. Cell line: SW-620. Synergy scores: CSS=25.8, Synergy_ZIP=-1.50, Synergy_Bliss=-0.127, Synergy_Loewe=-1.78, Synergy_HSA=0.184. (5) Drug 1: CC(C)(C#N)C1=CC(=CC(=C1)CN2C=NC=N2)C(C)(C)C#N. Drug 2: CC(C)NC(=O)C1=CC=C(C=C1)CNNC.Cl. Cell line: T-47D. Synergy scores: CSS=-1.21, Synergy_ZIP=4.04, Synergy_Bliss=5.59, Synergy_Loewe=-1.09, Synergy_HSA=-0.596. (6) Drug 1: CC1=C(C(=CC=C1)Cl)NC(=O)C2=CN=C(S2)NC3=CC(=NC(=N3)C)N4CCN(CC4)CCO. Drug 2: C(CCl)NC(=O)N(CCCl)N=O. Cell line: RPMI-8226. Synergy scores: CSS=10.2, Synergy_ZIP=11.6, Synergy_Bliss=12.8, Synergy_Loewe=14.7, Synergy_HSA=12.9. (7) Synergy scores: CSS=15.4, Synergy_ZIP=0.740, Synergy_Bliss=1.42, Synergy_Loewe=-4.07, Synergy_HSA=1.71. Drug 1: CN1C(=O)N2C=NC(=C2N=N1)C(=O)N. Drug 2: C1CN1C2=NC(=NC(=N2)N3CC3)N4CC4. Cell line: HS 578T. (8) Drug 1: CC1OCC2C(O1)C(C(C(O2)OC3C4COC(=O)C4C(C5=CC6=C(C=C35)OCO6)C7=CC(=C(C(=C7)OC)O)OC)O)O. Drug 2: C1=CN(C=N1)CC(O)(P(=O)(O)O)P(=O)(O)O. Cell line: HL-60(TB). Synergy scores: CSS=4.61, Synergy_ZIP=-27.5, Synergy_Bliss=-52.5, Synergy_Loewe=-75.0, Synergy_HSA=-51.7.